This data is from Full USPTO retrosynthesis dataset with 1.9M reactions from patents (1976-2016). The task is: Predict the reactants needed to synthesize the given product. (1) Given the product [CH2:10]([O:13][C:14]1[CH:19]=[CH:18][C:17]([O:20][C:2]2[CH:9]=[CH:8][C:5]([CH:6]=[O:7])=[CH:4][CH:3]=2)=[CH:16][CH:15]=1)[CH:11]=[CH2:12], predict the reactants needed to synthesize it. The reactants are: F[C:2]1[CH:9]=[CH:8][C:5]([CH:6]=[O:7])=[CH:4][CH:3]=1.[CH2:10]([O:13][C:14]1[CH:19]=[CH:18][C:17]([OH:20])=[CH:16][CH:15]=1)[CH:11]=[CH2:12].C([O-])([O-])=O.[K+].[K+]. (2) Given the product [F:23][C:24]([F:35])([F:36])[C:25]1[CH:26]=[C:27]([C:28]2[O:14][N:13]=[C:9]3[C:10]4[C:5]([CH2:6][CH2:7][C:8]=23)=[CH:4][C:3]([CH:1]=[CH2:2])=[CH:12][CH:11]=4)[CH:32]=[CH:33][CH:34]=1, predict the reactants needed to synthesize it. The reactants are: [CH:1]([C:3]1[CH:4]=[C:5]2[C:10](=[CH:11][CH:12]=1)/[C:9](=[N:13]/[OH:14])/[CH2:8][CH2:7][CH2:6]2)=[CH2:2].C([N-]C(C)C)(C)C.[Li+].[F:23][C:24]([F:36])([F:35])[C:25]1[CH:26]=[C:27]([CH:32]=[CH:33][CH:34]=1)[C:28](OC)=O.S(=O)(=O)(O)O.